Task: Predict the product of the given reaction.. Dataset: Forward reaction prediction with 1.9M reactions from USPTO patents (1976-2016) (1) Given the reactants [NH2:1][C:2]1[CH:3]=[CH:4][C:5]([O:16][C:17]2[CH:22]=[CH:21][C:20]([F:23])=[CH:19][C:18]=2[F:24])=[C:6]([C:8]2[CH:9]=[CH:10][C:11](=[O:15])[N:12]([CH3:14])[CH:13]=2)[CH:7]=1.[CH2:25]([S:27](Cl)(=[O:29])=[O:28])[CH3:26].O, predict the reaction product. The product is: [F:24][C:18]1[CH:19]=[C:20]([F:23])[CH:21]=[CH:22][C:17]=1[O:16][C:5]1[CH:4]=[CH:3][C:2]([NH:1][S:27]([CH2:25][CH3:26])(=[O:29])=[O:28])=[CH:7][C:6]=1[C:8]1[CH:9]=[CH:10][C:11](=[O:15])[N:12]([CH3:14])[CH:13]=1. (2) Given the reactants B1[CH:6]2[CH2:7][CH2:8][CH2:9][CH:2]1[CH2:3][CH2:4][CH2:5]2.[O:10]1CCC[CH2:11]1, predict the reaction product. The product is: [O:10]1[C:3]2[C:8](=[CH:7][CH:6]=[CH:5][CH:4]=2)[CH:9]=[CH:2][CH2:11]1. (3) Given the reactants [BH4-].[Li+].C([O:5][C:6](=O)[CH2:7][CH:8]1[CH2:13][CH2:12][N:11]([CH:14]2[CH2:16][CH2:15]2)[CH2:10][CH2:9]1)C.CO.O, predict the reaction product. The product is: [CH:14]1([N:11]2[CH2:10][CH2:9][CH:8]([CH2:7][CH2:6][OH:5])[CH2:13][CH2:12]2)[CH2:16][CH2:15]1. (4) Given the reactants [Cl:1][C:2]1[CH:26]=[CH:25][C:5]([CH2:6][N:7]2[C:15](=[O:16])[C:14]3[N:13]([CH3:17])[C:12]([CH2:18][CH3:19])=[N:11][C:10]=3[N:9]([CH2:20][C:21](O)=[O:22])[C:8]2=[O:24])=[CH:4][CH:3]=1.Cl.[F:28][C:29]1([F:34])[CH2:33][CH2:32][NH:31][CH2:30]1.CN(C(ON1N=NC2C=CC=CC1=2)=[N+](C)C)C.[B-](F)(F)(F)F.CCN(C(C)C)C(C)C, predict the reaction product. The product is: [Cl:1][C:2]1[CH:26]=[CH:25][C:5]([CH2:6][N:7]2[C:15](=[O:16])[C:14]3[N:13]([CH3:17])[C:12]([CH2:18][CH3:19])=[N:11][C:10]=3[N:9]([CH2:20][C:21]([N:31]3[CH2:32][CH2:33][C:29]([F:34])([F:28])[CH2:30]3)=[O:22])[C:8]2=[O:24])=[CH:4][CH:3]=1. (5) Given the reactants [N:1]1([CH:7]2[CH:12]3[CH:8]2[CH2:9][N:10]([C:13]2[N:18]=[CH:17][C:16]([C:19]([O:21]CC)=[O:20])=[CH:15][N:14]=2)[CH2:11]3)[CH2:6][CH2:5][O:4][CH2:3][CH2:2]1.[OH-].[Na+].Cl, predict the reaction product. The product is: [N:1]1([CH:7]2[CH:8]3[CH:12]2[CH2:11][N:10]([C:13]2[N:14]=[CH:15][C:16]([C:19]([OH:21])=[O:20])=[CH:17][N:18]=2)[CH2:9]3)[CH2:2][CH2:3][O:4][CH2:5][CH2:6]1. (6) Given the reactants C(Cl)(=O)C(Cl)=O.[CH:7]1([C@@H:13]2[CH2:15][C@@:14]2([C:19]2[CH:24]=[CH:23][C:22]([S:25]([CH:28]3[CH2:30][CH2:29]3)(=[O:27])=[O:26])=[CH:21][CH:20]=2)[C:16]([OH:18])=O)[CH2:12][CH2:11][CH2:10][CH2:9][CH2:8]1.C(N(CC)CC)C.S([O-])([O-])(=O)=O.[Na+].[Na+].[N:45]1([CH2:50][CH2:51][S:52][C:53]2[S:57][C:56]([NH2:58])=[N:55][CH:54]=2)[CH2:49][CH2:48][CH2:47][CH2:46]1, predict the reaction product. The product is: [N:45]1([CH2:50][CH2:51][S:52][C:53]2[S:57][C:56]([NH:58][C:16]([C@:14]3([C:19]4[CH:20]=[CH:21][C:22]([S:25]([CH:28]5[CH2:29][CH2:30]5)(=[O:26])=[O:27])=[CH:23][CH:24]=4)[CH2:15][C@H:13]3[CH:7]3[CH2:8][CH2:9][CH2:10][CH2:11][CH2:12]3)=[O:18])=[N:55][CH:54]=2)[CH2:49][CH2:48][CH2:47][CH2:46]1. (7) Given the reactants [CH2:1]([N:3]1[CH:7]=[C:6]([C:8]2[CH:9]=[C:10]([CH:12]=[CH:13][CH:14]=2)[NH2:11])[C:5]([C:15]2[CH:20]=[CH:19][N:18]=[CH:17][CH:16]=2)=[N:4]1)[CH3:2].[CH3:21]CN(C(C)C)C(C)C.ClC(Cl)(O[C:34](=[O:40])OC(Cl)(Cl)Cl)Cl.[F:42][C:43]1[CH:44]=[C:45]([CH:47]=[CH:48][C:49]=1[I:50])[NH2:46], predict the reaction product. The product is: [F:42][C:43]1[CH:44]=[C:45]([NH:46][C:34]([NH:11][C:10]2[CH:12]=[CH:13][CH:14]=[C:8]([C:6]3[C:5]([C:15]4[CH:16]=[CH:17][N:18]=[CH:19][CH:20]=4)=[N:4][N:3]([CH:1]([CH3:21])[CH3:2])[CH:7]=3)[CH:9]=2)=[O:40])[CH:47]=[CH:48][C:49]=1[I:50].